Dataset: Forward reaction prediction with 1.9M reactions from USPTO patents (1976-2016). Task: Predict the product of the given reaction. (1) Given the reactants [NH2:1][C:2]1[CH:7]=[C:6]([CH2:8][N:9]2[C:13]([CH3:15])([CH3:14])[C:12](=[O:16])[N:11]([C:17]3[CH:22]=[CH:21][C:20]([S:23]([C:26]([F:29])([F:28])[F:27])(=[O:25])=[O:24])=[CH:19][CH:18]=3)[C:10]2=[O:30])[CH:5]=[CH:4][N:3]=1.Br[C:32]1[CH:33]=[N:34][CH:35]=[N:36][CH:37]=1.CC1(C)C2C=CC=C(P(C3C=CC=CC=3)C3C=CC=CC=3)C=2OC2C1=CC=CC=2P(C1C=CC=CC=1)C1C=CC=CC=1.C(=O)([O-])[O-].[Cs+].[Cs+], predict the reaction product. The product is: [CH3:14][C:13]1([CH3:15])[N:9]([CH2:8][C:6]2[CH:5]=[CH:4][N:3]=[C:2]([NH:1][C:32]3[CH:33]=[N:34][CH:35]=[N:36][CH:37]=3)[CH:7]=2)[C:10](=[O:30])[N:11]([C:17]2[CH:18]=[CH:19][C:20]([S:23]([C:26]([F:27])([F:28])[F:29])(=[O:25])=[O:24])=[CH:21][CH:22]=2)[C:12]1=[O:16]. (2) Given the reactants [F:1][C:2]([F:26])([F:25])[C:3]1[CH:4]=[C:5]([CH:22]=[CH:23][CH:24]=1)[CH:6]=[C:7]1[C:13]2[CH:14]=[CH:15][CH:16]=[CH:17][C:12]=2[CH2:11][CH2:10][C:9]2[CH:18]=[CH:19][CH:20]=[CH:21][C:8]1=2.C(OCC)(=O)C.[H][H], predict the reaction product. The product is: [F:1][C:2]([F:25])([F:26])[C:3]1[CH:4]=[C:5]([CH:22]=[CH:23][CH:24]=1)[CH2:6][CH:7]1[C:13]2[CH:14]=[CH:15][CH:16]=[CH:17][C:12]=2[CH2:11][CH2:10][C:9]2[CH:18]=[CH:19][CH:20]=[CH:21][C:8]1=2. (3) Given the reactants [Cl:1][C:2]1[N:7]=[C:6]2[NH:8][N:9]=[CH:10][C:5]2=[CH:4][N:3]=1.[C:11]1(B(O)O)[CH:16]=[CH:15][CH:14]=[CH:13][CH:12]=1.N1C=CC=CC=1, predict the reaction product. The product is: [Cl:1][C:2]1[N:7]=[C:6]2[N:8]([C:11]3[CH:16]=[CH:15][CH:14]=[CH:13][CH:12]=3)[N:9]=[CH:10][C:5]2=[CH:4][N:3]=1. (4) Given the reactants O.[C-:2]#[N:3].[K+].Br[CH2:6][C:7]1[CH:12]=[C:11]([O:13][CH3:14])[C:10]([Cl:15])=[CH:9][C:8]=1[F:16], predict the reaction product. The product is: [Cl:15][C:10]1[C:11]([O:13][CH3:14])=[CH:12][C:7]([CH2:6][C:2]#[N:3])=[C:8]([F:16])[CH:9]=1. (5) Given the reactants [ClH:1].O1CCOCC1.C(OC(=O)[NH:14][C:15]1[CH:16]=[N:17][CH:18]=[C:19]([C:21]2[N:22]([CH3:26])[CH:23]=[CH:24][CH:25]=2)[CH:20]=1)(C)(C)C, predict the reaction product. The product is: [ClH:1].[CH3:26][N:22]1[CH:23]=[CH:24][CH:25]=[C:21]1[C:19]1[CH:20]=[C:15]([NH2:14])[CH:16]=[N:17][CH:18]=1. (6) Given the reactants [C:1]([C:4]1[CH:9]=[CH:8][C:7]([NH:10][C:11](=[O:19])[NH:12][NH:13][C:14](OCC)=[O:15])=[CH:6][CH:5]=1)(=[O:3])[CH3:2].[OH-].[K+], predict the reaction product. The product is: [C:1]([C:4]1[CH:5]=[CH:6][C:7]([N:10]2[C:11](=[O:19])[NH:12][NH:13][C:14]2=[O:15])=[CH:8][CH:9]=1)(=[O:3])[CH3:2].